This data is from Full USPTO retrosynthesis dataset with 1.9M reactions from patents (1976-2016). The task is: Predict the reactants needed to synthesize the given product. (1) Given the product [Br:11][C:12]([F:19])([F:18])[C:13]([F:17])([F:16])[CH:14]1[CH2:15][CH:1]2[CH2:2][CH:3]1[CH:4]1[CH:5]2[CH:6]2[CH2:7][CH:8]1[CH:9]=[CH:10]2, predict the reactants needed to synthesize it. The reactants are: [CH2:1]1[CH:5]2[CH:6]3[CH:10]=[CH:9][CH:8]([CH:4]2[CH:3]=[CH:2]1)[CH2:7]3.[Br:11][C:12]([F:19])([F:18])[C:13]([F:17])([F:16])[CH:14]=[CH2:15]. (2) Given the product [Cl:24][C:22]1[CH:21]=[CH:20][C:19]([F:25])=[C:18]([C:10]2[CH:9]=[C:8]([C:4]3[CH:3]=[C:2]([C:34]4[CH:33]=[N:32][N:31]([CH2:30][CH2:29][CH2:28][N:27]([CH3:26])[CH3:45])[CH:35]=4)[CH:7]=[N:6][CH:5]=3)[C:17]3[C:12](=[N:13][CH:14]=[CH:15][CH:16]=3)[N:11]=2)[CH:23]=1, predict the reactants needed to synthesize it. The reactants are: Br[C:2]1[CH:3]=[C:4]([C:8]2[C:17]3[C:12](=[N:13][CH:14]=[CH:15][CH:16]=3)[N:11]=[C:10]([C:18]3[CH:23]=[C:22]([Cl:24])[CH:21]=[CH:20][C:19]=3[F:25])[CH:9]=2)[CH:5]=[N:6][CH:7]=1.[CH3:26][N:27]([CH3:45])[CH2:28][CH2:29][CH2:30][N:31]1[CH:35]=[C:34](B2OC(C)(C)C(C)(C)O2)[CH:33]=[N:32]1.O.O.O.P([O-])([O-])([O-])=O.[K+].[K+].[K+].C(N(CC)CC)C. (3) Given the product [Cl:1][C:2]1[C:3]2[C:17]([C:18]#[C:19][Si:20]([CH3:22])([CH3:23])[CH3:21])=[CH:16][N:15]([CH2:24][C:25]3[C:30]([CH3:31])=[C:29]([O:32][CH3:33])[C:28]([CH3:34])=[CH:27][N:26]=3)[C:4]=2[N:5]=[C:6]([NH2:8])[N:7]=1, predict the reactants needed to synthesize it. The reactants are: [Cl:1][C:2]1[C:3]2[C:17]([C:18]#[C:19][Si:20]([CH3:23])([CH3:22])[CH3:21])=[CH:16][N:15]([CH2:24][C:25]3[C:30]([CH3:31])=[C:29]([O:32][CH3:33])[C:28]([CH3:34])=[CH:27][N:26]=3)[C:4]=2[N:5]=[C:6]([NH:8]C(=O)C(C)(C)C)[N:7]=1. (4) Given the product [F:2][C:3]1[CH:8]=[CH:7][C:6]([CH2:9][N:10]2[CH2:11][CH2:12][C:13]3([O:16][CH2:17][CH2:18][N:19]([C:21]([C:23]4[N:24]=[C:25]([CH:28]([CH3:30])[CH3:29])[S:26][CH:27]=4)=[O:22])[CH2:20]3)[CH2:14][CH2:15]2)=[CH:5][C:4]=1[CH2:31][CH2:32][NH:42][CH2:43][C@@H:44]([C:46]1[C:54]2[S:53][C:52](=[O:55])[NH:51][C:50]=2[C:49]([OH:56])=[CH:48][CH:47]=1)[OH:45], predict the reactants needed to synthesize it. The reactants are: Cl.[F:2][C:3]1[CH:8]=[CH:7][C:6]([CH2:9][N:10]2[CH2:15][CH2:14][C:13]3([CH2:20][N:19]([C:21]([C:23]4[N:24]=[C:25]([CH:28]([CH3:30])[CH3:29])[S:26][CH:27]=4)=[O:22])[CH2:18][CH2:17][O:16]3)[CH2:12][CH2:11]2)=[CH:5][C:4]=1[CH:31]=[CH:32]OC.CC1CCCO1.Cl.[NH2:42][CH2:43][C@@H:44]([C:46]1[C:54]2[S:53][C:52](=[O:55])[NH:51][C:50]=2[C:49]([OH:56])=[CH:48][CH:47]=1)[OH:45].S([O-])([O-])(=O)=O.[Na+].[Na+].[H][H]. (5) Given the product [OH:6][CH2:5][C:4]1[CH:7]=[C:8]([OH:10])[CH:9]=[C:2]([O:1][C:12]2[CH:17]=[CH:16][C:15]([C:18]([F:21])([F:20])[F:19])=[CH:14][N:13]=2)[CH:3]=1, predict the reactants needed to synthesize it. The reactants are: [OH:1][C:2]1[CH:3]=[C:4]([CH:7]=[C:8]([OH:10])[CH:9]=1)[CH2:5][OH:6].Cl[C:12]1[CH:17]=[CH:16][C:15]([C:18]([F:21])([F:20])[F:19])=[CH:14][N:13]=1.C(=O)([O-])[O-].[K+].[K+]. (6) Given the product [N+:16]([C:19]1[CH:20]=[C:21]2[C:25](=[CH:26][CH:27]=1)[N:24]([C:9]([O:11][C:12]([CH3:13])([CH3:14])[CH3:15])=[O:10])[C:23]([C:28]([O:30][CH2:31][CH3:32])=[O:29])=[CH:22]2)([O-:18])=[O:17], predict the reactants needed to synthesize it. The reactants are: [C:12]([O:11][C:9](O[C:9]([O:11][C:12]([CH3:15])([CH3:14])[CH3:13])=[O:10])=[O:10])([CH3:15])([CH3:14])[CH3:13].[N+:16]([C:19]1[CH:20]=[C:21]2[C:25](=[CH:26][CH:27]=1)[NH:24][C:23]([C:28]([O:30][CH2:31][CH3:32])=[O:29])=[CH:22]2)([O-:18])=[O:17].Cl.